This data is from Forward reaction prediction with 1.9M reactions from USPTO patents (1976-2016). The task is: Predict the product of the given reaction. (1) The product is: [CH:26]1([CH2:29][N:30]2[C:34]3=[N:35][CH:36]=[CH:37][CH:38]=[C:33]3[CH:32]=[C:31]2[C:39]2[N:21]([CH3:22])[C:20]3[C:11]([O:10][CH3:9])=[CH:12][C:13]([C:14]([O:16][CH3:17])=[O:15])=[CH:18][C:19]=3[N:23]=2)[CH2:27][CH2:28]1. Given the reactants S(S([O-])=O)([O-])=O.[Na+].[Na+].[CH3:9][O:10][C:11]1[CH:12]=[C:13]([CH:18]=[C:19]([N+:23]([O-])=O)[C:20]=1[NH:21][CH3:22])[C:14]([O:16][CH3:17])=[O:15].[CH:26]1([CH2:29][N:30]2[C:34]3=[N:35][CH:36]=[CH:37][CH:38]=[C:33]3[CH:32]=[C:31]2[CH:39]=O)[CH2:28][CH2:27]1, predict the reaction product. (2) Given the reactants CCOC(/N=N/C(OCC)=O)=O.[CH:13]12[CH2:19][CH:16]([CH:17]=[CH:18]1)[CH2:15][CH:14]2[CH2:20][OH:21].[I:22][C:23]1[CH:28]=[CH:27][C:26](O)=[CH:25][CH:24]=1.C1(P(C2C=CC=CC=2)C2C=CC=CC=2)C=CC=CC=1, predict the reaction product. The product is: [I:22][C:23]1[CH:28]=[CH:27][C:26]([O:21][CH2:20][CH:14]2[CH2:15][CH:16]3[CH2:19][CH:13]2[CH:18]=[CH:17]3)=[CH:25][CH:24]=1. (3) The product is: [C:20]([C:17]([C:13]1[CH:12]=[C:11]([CH:16]=[CH:15][CH:14]=1)[C:10]([NH:9][C:4]1[CH:5]=[CH:6][C:7]([CH3:8])=[C:2]([NH:1][C:36]([C:26]2[N:27]=[C:28]([N:30]3[CH2:35][CH2:34][CH2:33][CH2:32][CH2:31]3)[N:29]=[C:24]([CH3:23])[CH:25]=2)=[O:37])[CH:3]=1)=[O:22])([CH3:19])[CH3:18])#[N:21]. Given the reactants [NH2:1][C:2]1[CH:3]=[C:4]([NH:9][C:10](=[O:22])[C:11]2[CH:16]=[CH:15][CH:14]=[C:13]([C:17]([C:20]#[N:21])([CH3:19])[CH3:18])[CH:12]=2)[CH:5]=[CH:6][C:7]=1[CH3:8].[CH3:23][C:24]1[N:29]=[C:28]([N:30]2[CH2:35][CH2:34][CH2:33][CH2:32][CH2:31]2)[N:27]=[C:26]([C:36](O)=[O:37])[CH:25]=1.CN(C(ON1N=NC2C=CC=NC1=2)=[N+](C)C)C.F[P-](F)(F)(F)(F)F.CCN(C(C)C)C(C)C, predict the reaction product.